This data is from Serine/threonine kinase 33 screen with 319,792 compounds. The task is: Binary Classification. Given a drug SMILES string, predict its activity (active/inactive) in a high-throughput screening assay against a specified biological target. (1) The compound is Fc1ccc(C(=O)NCC(=O)Nc2cc(OC)ccc2)cc1. The result is 0 (inactive). (2) The drug is s1c([n+](nc1Nc1ccccc1)c1ccc(F)cc1)c1cc(ccc1)C. The result is 0 (inactive). (3) The molecule is Brc1cc(C2ONC(=N2)c2ccccc2)cc(OC)c1O. The result is 0 (inactive). (4) The drug is Clc1ccc(CN2CCc3c(C2=O)cccc3OCC(=O)N2CCOCC2)cc1. The result is 0 (inactive).